From a dataset of Catalyst prediction with 721,799 reactions and 888 catalyst types from USPTO. Predict which catalyst facilitates the given reaction. (1) Reactant: [OH:1][C:2]1[CH:9]=[CH:8][C:5]([CH:6]=[O:7])=[CH:4][CH:3]=1.C(=O)([O-])[O-].[K+].[K+].Br[CH2:17][CH2:18][Cl:19].[OH-].[Na+]. Product: [Cl:19][CH2:18][CH2:17][O:1][C:2]1[CH:9]=[CH:8][C:5]([CH:6]=[O:7])=[CH:4][CH:3]=1. The catalyst class is: 35. (2) Reactant: [OH:1][CH2:2][CH2:3][C:4]1[CH:9]=[CH:8][CH:7]=[CH:6][C:5]=1[OH:10].Br[C:12]1[CH:17]=[CH:16][CH:15]=[CH:14][CH:13]=1.N1C=CC=CC=1CC(=O)C.C([O-])([O-])=O.[Cs+].[Cs+]. Product: [O:10]([C:5]1[CH:6]=[CH:7][CH:8]=[CH:9][C:4]=1[CH2:3][CH2:2][OH:1])[C:12]1[CH:17]=[CH:16][CH:15]=[CH:14][CH:13]=1. The catalyst class is: 58.